Dataset: Forward reaction prediction with 1.9M reactions from USPTO patents (1976-2016). Task: Predict the product of the given reaction. (1) Given the reactants [CH3:1][N:2]1[C:6]([CH3:7])=[CH:5][C:4]([C:8]([OH:10])=O)=[N:3]1.C(Cl)(=O)C(Cl)=O.[NH2:17][C:18]1[CH:19]=[C:20]([CH:37]=[CH:38][C:39]=1[CH3:40])[O:21][C:22]1[CH:23]=[CH:24][C:25]2[N:26]([CH:28]=[C:29]([NH:31][C:32]([CH:34]3[CH2:36][CH2:35]3)=[O:33])[N:30]=2)[N:27]=1, predict the reaction product. The product is: [CH:34]1([C:32]([NH:31][C:29]2[N:30]=[C:25]3[CH:24]=[CH:23][C:22]([O:21][C:20]4[CH:37]=[CH:38][C:39]([CH3:40])=[C:18]([NH:17][C:8]([C:4]5[CH:5]=[C:6]([CH3:7])[N:2]([CH3:1])[N:3]=5)=[O:10])[CH:19]=4)=[N:27][N:26]3[CH:28]=2)=[O:33])[CH2:35][CH2:36]1. (2) The product is: [C:1]([C:5]1[CH:13]=[CH:12][C:8]([C:9]([NH:26][C:24]2[N:25]=[C:20]3[CH:19]=[CH:18][C:17]4[O:16][CH2:15][CH2:14][C:22]=4[N:21]3[CH:23]=2)=[O:11])=[CH:7][N:6]=1)([CH3:2])([CH3:3])[CH3:4]. Given the reactants [C:1]([C:5]1[CH:13]=[CH:12][C:8]([C:9]([OH:11])=O)=[CH:7][N:6]=1)([CH3:4])([CH3:3])[CH3:2].[CH2:14]1[C:22]2[N:21]3[CH:23]=[C:24]([NH2:26])[N:25]=[C:20]3[CH:19]=[CH:18][C:17]=2[O:16][CH2:15]1, predict the reaction product. (3) Given the reactants N1C2C(=[CH:5][CH:6]=[C:7]([C:10]([OH:12])=[O:11])[CH:8]=2)C=C1.Cl[N:14]1[C:18](=O)[CH2:17][CH2:16][C:15]1=O.[Cl:21]CCl, predict the reaction product. The product is: [Cl:21][C:16]1[C:17]2[C:18](=[CH:5][CH:6]=[C:7]([C:10]([OH:12])=[O:11])[CH:8]=2)[NH:14][CH:15]=1. (4) Given the reactants [CH:1]1([NH2:4])[CH2:3][CH2:2]1.[BH-](OC(C)=O)(OC(C)=O)OC(C)=O.[Na+].[CH3:19][N:20]1[CH2:26][CH2:25][C:24](=O)[CH2:23][CH2:22][C:21]1=[O:28].C(Cl)(Cl)Cl.CO, predict the reaction product. The product is: [CH:1]1([N:4]2[CH:24]([CH2:25][CH2:26][NH:20][CH3:19])[CH2:23][CH2:22][C:21]2=[O:28])[CH2:3][CH2:2]1.